From a dataset of Peptide-MHC class II binding affinity with 134,281 pairs from IEDB. Regression. Given a peptide amino acid sequence and an MHC pseudo amino acid sequence, predict their binding affinity value. This is MHC class II binding data. (1) The peptide sequence is SWLNLAAHHPLRMVL. The MHC is DRB1_1101 with pseudo-sequence DRB1_1101. The binding affinity (normalized) is 0.574. (2) The MHC is DRB1_0101 with pseudo-sequence DRB1_0101. The binding affinity (normalized) is 1.00. The peptide sequence is DAPYMVGDVITSGDI. (3) The peptide sequence is KQAYAATVATAPEVK. The MHC is DRB1_0701 with pseudo-sequence DRB1_0701. The binding affinity (normalized) is 0.531. (4) The peptide sequence is EVDQTKIQYVIRAQL. The MHC is DRB1_0101 with pseudo-sequence DRB1_0101. The binding affinity (normalized) is 0.138.